This data is from Forward reaction prediction with 1.9M reactions from USPTO patents (1976-2016). The task is: Predict the product of the given reaction. (1) The product is: [CH3:1][C:2]1[C:7]([CH3:8])=[CH:6][CH:5]=[CH:4][C:3]=1[N:9]1[CH2:10][CH2:11][N:12]([CH2:26][C@@H:27]2[O:41][C:31]3=[C:32]4[C:37](=[CH:38][CH:39]=[C:30]3[O:29][CH2:28]2)[N:36]=[C:35]([CH3:40])[CH:34]=[CH:33]4)[CH2:13][CH2:14]1. Given the reactants [CH3:1][C:2]1[C:7]([CH3:8])=[CH:6][CH:5]=[CH:4][C:3]=1[N:9]1[CH2:14][CH2:13][NH:12][CH2:11][CH2:10]1.BrC1C=CC(S(O[CH2:26][C@@H:27]2[O:41][C:31]3=[C:32]4[C:37](=[CH:38][CH:39]=[C:30]3[O:29][CH2:28]2)[N:36]=[C:35]([CH3:40])[CH:34]=[CH:33]4)(=O)=O)=CC=1, predict the reaction product. (2) Given the reactants [CH3:1][C:2]1[C:7]([NH:8][C:9](=[O:15])[O:10][C:11]([CH3:14])([CH3:13])[CH3:12])=[C:6]([CH3:16])[N:5]=[C:4]([O:17][CH2:18][C:19]([N:21]([CH3:28])[CH:22]2[CH2:27][CH2:26][NH:25][CH2:24][CH2:23]2)=[O:20])[N:3]=1.Br[CH2:30][C:31]1[CH:36]=[CH:35][CH:34]=[C:33]([O:37][CH3:38])[CH:32]=1, predict the reaction product. The product is: [CH3:38][O:37][C:33]1[CH:32]=[C:31]([CH:36]=[CH:35][CH:34]=1)[CH2:30][N:25]1[CH2:24][CH2:23][CH:22]([N:21]([CH3:28])[C:19](=[O:20])[CH2:18][O:17][C:4]2[N:3]=[C:2]([CH3:1])[C:7]([NH:8][C:9](=[O:15])[O:10][C:11]([CH3:14])([CH3:12])[CH3:13])=[C:6]([CH3:16])[N:5]=2)[CH2:27][CH2:26]1. (3) Given the reactants [Cl:1][C:2]1[CH:7]=[CH:6][C:5]([C:8]2[CH:9]=[N:10][C:11]([CH:14]3[CH2:19][CH2:18][NH:17][CH2:16][CH2:15]3)=[N:12][CH:13]=2)=[CH:4][CH:3]=1.[CH2:20]([C@@H:27]1[CH2:31][O:30][C:29](=[O:32])[N:28]1[C:33](=[O:43])[C@H:34]([CH2:38][S:39](Cl)(=[O:41])=[O:40])[CH:35]([CH3:37])[CH3:36])[C:21]1[CH:26]=[CH:25][CH:24]=[CH:23][CH:22]=1, predict the reaction product. The product is: [CH2:20]([C@@H:27]1[CH2:31][O:30][C:29](=[O:32])[N:28]1[C:33](=[O:43])[C@H:34]([CH2:38][S:39]([N:17]1[CH2:18][CH2:19][CH:14]([C:11]2[N:12]=[CH:13][C:8]([C:5]3[CH:6]=[CH:7][C:2]([Cl:1])=[CH:3][CH:4]=3)=[CH:9][N:10]=2)[CH2:15][CH2:16]1)(=[O:41])=[O:40])[CH:35]([CH3:37])[CH3:36])[C:21]1[CH:26]=[CH:25][CH:24]=[CH:23][CH:22]=1. (4) Given the reactants [O-]CC.[Na+].[C:5](#[N:9])[CH2:6][C:7]#[N:8].[C:10]1([N:16]=[C:17]=[S:18])[CH:15]=[CH:14][CH:13]=[CH:12][CH:11]=1.[NH2:19]Cl, predict the reaction product. The product is: [NH2:8][C:7]1[C:6]([C:5]#[N:9])=[C:17]([NH:16][C:10]2[CH:15]=[CH:14][CH:13]=[CH:12][CH:11]=2)[S:18][N:19]=1. (5) Given the reactants [F:1][C:2]([C:4]1[C:5]([C:21]([F:24])([F:23])[F:22])=[N:6][N:7]([CH2:12][C:13]2[CH:18]=[CH:17][C:16]([O:19][CH3:20])=[CH:15][CH:14]=2)[C:8]=1[C:9]([OH:11])=O)=[CH2:3].CN(C=O)C.[C:30]([Cl:35])(=O)C(Cl)=O.[N+:36]([N:38]=P(C1C=CC=CC=1)(C1C=CC=CC=1)C1C=CC=CC=1)#[C-], predict the reaction product. The product is: [F:1][C:2]([C:4]1[C:5]([C:21]([F:23])([F:24])[F:22])=[N:6][N:7]([CH2:12][C:13]2[CH:18]=[CH:17][C:16]([O:19][CH3:20])=[CH:15][CH:14]=2)[C:8]=1[C:9](=[O:11])/[C:30](/[Cl:35])=[N:36]\[NH2:38])=[CH2:3]. (6) Given the reactants [H-].[Na+].[NH:3]1[C:11]2[C:6](=[CH:7][C:8]([C:12]([O:14][CH2:15][C:16]3[CH:21]=[CH:20][CH:19]=[CH:18][CH:17]=3)=[O:13])=[CH:9][CH:10]=2)[CH:5]=[CH:4]1.[C:22](Cl)(=[O:29])[C:23]1[CH:28]=[CH:27][CH:26]=[CH:25][CH:24]=1, predict the reaction product. The product is: [C:22]([N:3]1[C:11]2[C:6](=[CH:7][C:8]([C:12]([O:14][CH2:15][C:16]3[CH:17]=[CH:18][CH:19]=[CH:20][CH:21]=3)=[O:13])=[CH:9][CH:10]=2)[CH:5]=[CH:4]1)(=[O:29])[C:23]1[CH:28]=[CH:27][CH:26]=[CH:25][CH:24]=1. (7) The product is: [Cl:22][C:5]1[CH:6]=[C:7]([C:11]([O:13][CH3:14])=[O:12])[C:8](=[O:10])[NH:9][C:4]=1[C:3]([F:15])([F:16])[C:2]([F:1])([F:21])[C:17]([F:19])([F:18])[F:20]. Given the reactants [F:1][C:2]([F:21])([C:17]([F:20])([F:19])[F:18])[C:3]([F:16])([F:15])[C:4]1[NH:9][C:8](=[O:10])[C:7]([C:11]([O:13][CH3:14])=[O:12])=[CH:6][CH:5]=1.[Cl:22]N1C(=O)CCC1=O.O, predict the reaction product. (8) Given the reactants [OH:1][CH2:2][C:3]1([C:22]2[CH:27]=[CH:26][CH:25]=[CH:24][CH:23]=2)[CH2:8][CH2:7][N:6]([C:9]([O:11][CH:12]2[CH:19]3[CH2:20][CH:15]4[CH2:16][CH:17]([CH2:21][CH:13]2[CH2:14]4)[CH2:18]3)=[O:10])[CH2:5][CH2:4]1.[H-].[Na+].Br[CH2:31][C:32]([O:34][CH3:35])=[O:33], predict the reaction product. The product is: [CH3:35][O:34][C:32](=[O:33])[CH2:31][O:1][CH2:2][C:3]1([C:22]2[CH:23]=[CH:24][CH:25]=[CH:26][CH:27]=2)[CH2:8][CH2:7][N:6]([C:9]([O:11][CH:12]2[CH:19]3[CH2:20][CH:15]4[CH2:16][CH:17]([CH2:21][CH:13]2[CH2:14]4)[CH2:18]3)=[O:10])[CH2:5][CH2:4]1. (9) Given the reactants [CH2:1]([C@@H:8]([CH2:12][CH2:13][C@H:14]([CH2:34][C:35]1[CH:40]=[CH:39][CH:38]=[CH:37][CH:36]=1)[C:15]([NH:17][C@H:18]1[CH2:24][CH2:23][CH2:22][CH2:21][N:20]([C:25]2[CH:30]=[CH:29][CH:28]=[CH:27][C:26]=2[O:31][CH3:32])[C:19]1=[O:33])=[O:16])[C:9](O)=[O:10])[C:2]1[CH:7]=[CH:6][CH:5]=[CH:4][CH:3]=1.[NH2:41][C@H:42]1[CH2:48][CH2:47][S:46][C@H:45]2[CH2:49][CH2:50][C@H:51]([C:53]([F:56])([F:55])[F:54])[CH2:52][N:44]2[C:43]1=[O:57], predict the reaction product. The product is: [CH2:34]([C@@H:14]([CH2:13][CH2:12][C@H:8]([CH2:1][C:2]1[CH:3]=[CH:4][CH:5]=[CH:6][CH:7]=1)[C:9]([NH:41][C@H:42]1[CH2:48][CH2:47][S:46][C@H:45]2[CH2:49][CH2:50][C@H:51]([C:53]([F:54])([F:56])[F:55])[CH2:52][N:44]2[C:43]1=[O:57])=[O:10])[C:15]([NH:17][C@H:18]1[CH2:24][CH2:23][CH2:22][CH2:21][N:20]([C:25]2[CH:30]=[CH:29][CH:28]=[CH:27][C:26]=2[O:31][CH3:32])[C:19]1=[O:33])=[O:16])[C:35]1[CH:40]=[CH:39][CH:38]=[CH:37][CH:36]=1.